From a dataset of Full USPTO retrosynthesis dataset with 1.9M reactions from patents (1976-2016). Predict the reactants needed to synthesize the given product. (1) Given the product [CH3:28][O:29][C:25]([C:2]1[CH:15]=[CH:14][C:5]2[C:6]3[CH:7]=[CH:8][CH:9]=[N:10][C:11]=3[CH2:12][CH2:13][C:4]=2[CH:3]=1)=[O:26], predict the reactants needed to synthesize it. The reactants are: Br[C:2]1[CH:15]=[CH:14][C:5]2[C:6]3[CH:7]=[CH:8][CH:9]=[N:10][C:11]=3[CH2:12][CH2:13][C:4]=2[CH:3]=1.C(N(CC)CC)C.CN(C)[CH:25]=[O:26].[CH3:28][OH:29]. (2) Given the product [NH:12]1[C@@H:13]2[C@@H:18]([CH2:17][CH2:16][CH2:15][CH2:14]2)[CH2:19][C@H:11]1[C:9]([OH:10])=[O:8], predict the reactants needed to synthesize it. The reactants are: C([O:8][C:9]([C@@H:11]1[CH2:19][C@H:18]2[C@H:13]([CH2:14][CH2:15][CH2:16][CH2:17]2)[NH:12]1)=[O:10])C1C=CC=CC=1.CO.[OH-].[Na+].Cl. (3) Given the product [CH3:35][O:36][C:1](=[O:5])[C:2]([C:22]1[C:21]2[C:16](=[CH:17][CH:18]=[C:19]([O:23][CH3:24])[CH:20]=2)[NH:15][C:14]=1[C:11]1[CH:12]=[CH:13][C:8]([Cl:7])=[C:9]([S:25](=[O:27])(=[O:26])[NH:28][CH:29]2[CH2:34][CH2:33][CH2:32][CH2:31][CH2:30]2)[CH:10]=1)=[O:3], predict the reactants needed to synthesize it. The reactants are: [C:1](Cl)(=[O:5])[C:2](Cl)=[O:3].[Cl:7][C:8]1[CH:13]=[CH:12][C:11]([C:14]2[NH:15][C:16]3[C:21]([CH:22]=2)=[CH:20][C:19]([O:23][CH3:24])=[CH:18][CH:17]=3)=[CH:10][C:9]=1[S:25]([NH:28][CH:29]1[CH2:34][CH2:33][CH2:32][CH2:31][CH2:30]1)(=[O:27])=[O:26].[CH3:35][OH:36].